Task: Predict the reactants needed to synthesize the given product.. Dataset: Full USPTO retrosynthesis dataset with 1.9M reactions from patents (1976-2016) (1) Given the product [C:1]([O:5][C:6]([NH:8][CH2:9][CH2:10][CH2:11][CH2:12][CH2:13][O:14][C:15]1[C:38]([O:39][CH3:40])=[CH:37][C:18]2[C:19]3[N:24]([CH:25]([C:27]([CH3:30])([CH3:28])[CH3:29])[CH2:26][C:17]=2[CH:16]=1)[CH:23]=[C:22]([C:31]([OH:33])=[O:32])[C:21](=[O:36])[CH:20]=3)=[O:7])([CH3:2])([CH3:3])[CH3:4], predict the reactants needed to synthesize it. The reactants are: [C:1]([O:5][C:6]([NH:8][CH2:9][CH2:10][CH2:11][CH2:12][CH2:13][O:14][C:15]1[C:38]([O:39][CH3:40])=[CH:37][C:18]2[C:19]3[N:24]([CH:25]([C:27]([CH3:30])([CH3:29])[CH3:28])[CH2:26][C:17]=2[CH:16]=1)[CH:23]=[C:22]([C:31]([O:33]CC)=[O:32])[C:21](=[O:36])[CH:20]=3)=[O:7])([CH3:4])([CH3:3])[CH3:2].CO.O.O[Li].O. (2) Given the product [CH:1]([C:3]1[O:7][C:6]([O:8][C:9]2[CH:16]=[CH:15][C:12]([C:13]([NH2:14])=[O:18])=[CH:11][CH:10]=2)=[CH:5][CH:4]=1)=[O:2], predict the reactants needed to synthesize it. The reactants are: [CH:1]([CH:3]1[O:7][CH:6]([O:8][C:9]2[CH:16]=[CH:15][C:12]([C:13]#[N:14])=[CH:11][CH:10]=2)[CH2:5][CH2:4]1)=[O:2].C(=O)([O-])[O-:18].[K+].[K+].OO. (3) The reactants are: Br[N:2]1C(=O)CCC1=O.[Cl:9][C:10]1[S:14][C:13]([C:15]([NH:17][C:18]2[CH:26]=[CH:25][CH:24]=[C:23]3[C:19]=2[C:20](=[O:37])[N:21]([CH2:28][C:29]2[CH:34]=[CH:33][CH:32]=[C:31]([CH2:35]O)[CH:30]=2)[C:22]3=[O:27])=[O:16])=[CH:12][CH:11]=1.C1(P(C2C=CC=CC=2)C2C=CC=CC=2)C=CC=CC=1.O. Given the product [NH2:2][CH2:35][C:31]1[CH:30]=[C:29]([CH:34]=[CH:33][CH:32]=1)[CH2:28][N:21]1[C:20](=[O:37])[C:19]2[C:23](=[CH:24][CH:25]=[CH:26][C:18]=2[NH:17][C:15]([C:13]2[S:14][C:10]([Cl:9])=[CH:11][CH:12]=2)=[O:16])[C:22]1=[O:27], predict the reactants needed to synthesize it. (4) The reactants are: [F:1][C:2]1[CH:7]=[C:6]([O:8][CH3:9])[CH:5]=[CH:4][C:3]=1[OH:10].Br[C:12]1[CH:20]=[C:19]([F:21])[C:18]([Br:22])=[CH:17][C:13]=1[C:14]([OH:16])=[O:15].C(OCC)(=O)C.C(=O)([O-])[O-].[Cs+].[Cs+]. Given the product [Br:22][C:18]1[C:19]([F:21])=[CH:20][C:12]([O:10][C:3]2[CH:4]=[CH:5][C:6]([O:8][CH3:9])=[CH:7][C:2]=2[F:1])=[C:13]([CH:17]=1)[C:14]([OH:16])=[O:15], predict the reactants needed to synthesize it. (5) Given the product [C:1]([O:4][CH2:5]/[C:6](/[C:23]1[CH:24]=[CH:25][C:26]([S:29]([CH3:32])(=[O:31])=[O:30])=[CH:27][CH:28]=1)=[C:7](/[C:17]1[CH:22]=[CH:21][CH:20]=[CH:19][CH:18]=1)\[CH2:8][OH:9])(=[O:3])[CH3:2], predict the reactants needed to synthesize it. The reactants are: [C:1]([O:4][CH2:5]/[C:6](/[C:23]1[CH:28]=[CH:27][C:26]([S:29]([CH3:32])(=[O:31])=[O:30])=[CH:25][CH:24]=1)=[C:7](/[C:17]1[CH:22]=[CH:21][CH:20]=[CH:19][CH:18]=1)\[CH2:8][O:9][Si](C(C)(C)C)(C)C)(=[O:3])[CH3:2]. (6) Given the product [CH3:13][CH:14]([C:16]1[CH:21]=[CH:20][C:19]([C:2]2[CH:12]=[C:6]([C:7]([O:9][CH2:10][CH3:11])=[O:8])[CH:5]=[N:4][CH:3]=2)=[CH:18][CH:17]=1)[CH3:15], predict the reactants needed to synthesize it. The reactants are: Br[C:2]1[CH:3]=[N:4][CH:5]=[C:6]([CH:12]=1)[C:7]([O:9][CH2:10][CH3:11])=[O:8].[CH3:13][CH:14]([C:16]1[CH:21]=[CH:20][C:19](B(O)O)=[CH:18][CH:17]=1)[CH3:15].C(=O)([O-])[O-].[Na+].[Na+]. (7) Given the product [C:17]([O:16][CH:11]([C:3]1[N:4]=[C:5]2[CH:10]=[CH:9][CH:8]=[CH:7][N:6]2[C:2]=1[C:35]1[CH:44]=[CH:43][C:42]2[O:41][CH2:40][CH2:39][CH2:38][C:37]=2[CH:36]=1)[C:12]([O:14][CH3:15])=[O:13])([CH3:20])([CH3:19])[CH3:18], predict the reactants needed to synthesize it. The reactants are: Br[C:2]1[N:6]2[CH:7]=[CH:8][CH:9]=[CH:10][C:5]2=[N:4][C:3]=1[CH:11]([O:16][C:17]([CH3:20])([CH3:19])[CH3:18])[C:12]([O:14][CH3:15])=[O:13].C(=O)([O-])[O-].[Na+].[Na+].CC1(C)C(C)(C)OB([C:35]2[CH:36]=[C:37]3[C:42](=[CH:43][CH:44]=2)[O:41][CH2:40][CH2:39][CH2:38]3)O1.